This data is from hERG Central: cardiac toxicity at 1µM, 10µM, and general inhibition. The task is: Predict hERG channel inhibition at various concentrations. (1) The molecule is CCOC(=O)c1c(OCCO)nn(-c2ccc(Cl)cc2)c1N. Results: hERG_inhib (hERG inhibition (general)): blocker. (2) The compound is O=C(Nc1ccc2c(c1)OCO2)C1CCN(C(=O)c2ccc(Cl)cc2)CC1. Results: hERG_inhib (hERG inhibition (general)): blocker. (3) The drug is CCCCCOc1ccc(NC(=O)C(=O)NCC2CCCN2CC)cc1. Results: hERG_inhib (hERG inhibition (general)): blocker. (4) The drug is CCOC(=O)c1ccc(NC(=O)COc2ccccc2CNC2CCCC2)cc1.Cl. Results: hERG_inhib (hERG inhibition (general)): blocker. (5) The drug is OCCC1CN(Cc2nc(-c3ccc(F)cc3)cs2)CCN1CCc1ccccc1. Results: hERG_inhib (hERG inhibition (general)): blocker. (6) The drug is CCN(CC)CCCNC(=O)c1ccc(N2CCCCC2)c(NS(=O)(=O)c2ccc(C)cc2)c1. Results: hERG_inhib (hERG inhibition (general)): blocker.